Dataset: Reaction yield outcomes from USPTO patents with 853,638 reactions. Task: Predict the reaction yield, written as a fraction of the theoretical maximum amount of product (1.0 means a 100% yield; for example, 0.34 means a 34% yield). (1) The reactants are [CH3:1][O:2][C:3]1[CH:8]=[C:7]([N+:9]([O-])=O)[CH:6]=[CH:5][C:4]=1[C:12]1[S:16][C:15]([CH3:17])=[N:14][C:13]=1[CH3:18]. The catalyst is C(O)C. The product is [CH3:17][C:15]1[S:16][C:12]([C:4]2[CH:5]=[CH:6][C:7]([NH2:9])=[CH:8][C:3]=2[O:2][CH3:1])=[C:13]([CH3:18])[N:14]=1. The yield is 0.750. (2) The reactants are [Br:1][C:2]1[CH:3]=[C:4]([CH2:9][OH:10])[C:5]([CH3:8])=[N:6][CH:7]=1.[H-].[Na+].[CH2:13]1COCC1. No catalyst specified. The product is [Br:1][C:2]1[CH:3]=[C:4]([CH2:9][O:10][CH3:13])[C:5]([CH3:8])=[N:6][CH:7]=1. The yield is 0.700.